From a dataset of Reaction yield outcomes from USPTO patents with 853,638 reactions. Predict the reaction yield, written as a fraction of the theoretical maximum amount of product (1.0 means a 100% yield; for example, 0.34 means a 34% yield). (1) The reactants are [CH2:1]([N:3]([C@H:7]([C:15]1[CH:20]=[CH:19][CH:18]=[CH:17][CH:16]=1)[C:8]([O:10]C(C)(C)C)=[O:9])[C:4](=[O:6])[CH3:5])[CH3:2].FC(F)(F)C(O)=O. The catalyst is C(Cl)Cl. The product is [CH2:1]([N:3]([C@H:7]([C:15]1[CH:20]=[CH:19][CH:18]=[CH:17][CH:16]=1)[C:8]([OH:10])=[O:9])[C:4](=[O:6])[CH3:5])[CH3:2]. The yield is 0.770. (2) The reactants are Br[CH2:2]/[C:3](=[C:8](\[CH3:13])/[C:9]([O:11][CH3:12])=[O:10])/[C:4]([O:6][CH3:7])=[O:5].[NH:14]1[CH2:19][CH2:18][CH2:17][CH2:16][CH2:15]1.CCCCCC.C(OCC)(=O)C. The catalyst is CN(C)C=O. The product is [CH3:13]/[C:8](/[C:9]([O:11][CH3:12])=[O:10])=[C:3](\[CH2:2][N:14]1[CH2:19][CH2:18][CH2:17][CH2:16][CH2:15]1)/[C:4]([O:6][CH3:7])=[O:5]. The yield is 0.390. (3) The reactants are [N+:1]([C:4]1[CH:5]=[C:6]([CH:11]=[CH:12][CH:13]=1)[C:7]([O:9][CH3:10])=[O:8])([O-:3])=[O:2].S(=O)(=O)(O)O.[Br:19]Br. The catalyst is S(=O)(=O)(O)O.S([O-])([O-])(=O)=O.[Ag+2].CO. The product is [Br:19][C:12]1[CH:11]=[C:6]([CH:5]=[C:4]([N+:1]([O-:3])=[O:2])[CH:13]=1)[C:7]([O:9][CH3:10])=[O:8]. The yield is 0.720. (4) The reactants are Br[C:2]1[CH:3]=[C:4]([NH:10][C:11]2[CH:15]=[C:14]([O:16][CH3:17])[NH:13][N:12]=2)[C:5](=[O:9])[N:6]([CH3:8])[CH:7]=1.[C:18]([O:21][CH2:22][C:23]1[C:28](B2OC(C)(C)C(C)(C)O2)=[CH:27][CH:26]=[CH:25][C:24]=1[N:38]1[CH2:50][CH2:49][N:41]2[C:42]3[CH2:43][CH2:44][CH2:45][CH2:46][C:47]=3[CH:48]=[C:40]2[C:39]1=[O:51])(=[O:20])[CH3:19].COCCOC.C(=O)([O-])[O-].[Na+].[Na+]. The catalyst is C1C=CC([P]([Pd]([P](C2C=CC=CC=2)(C2C=CC=CC=2)C2C=CC=CC=2)([P](C2C=CC=CC=2)(C2C=CC=CC=2)C2C=CC=CC=2)[P](C2C=CC=CC=2)(C2C=CC=CC=2)C2C=CC=CC=2)(C2C=CC=CC=2)C2C=CC=CC=2)=CC=1.CO.CCOCC.O.CCOC(C)=O. The product is [C:18]([O:21][CH2:22][C:23]1[C:24]([N:38]2[CH2:50][CH2:49][N:41]3[C:42]4[CH2:43][CH2:44][CH2:45][CH2:46][C:47]=4[CH:48]=[C:40]3[C:39]2=[O:51])=[CH:25][CH:26]=[CH:27][C:28]=1[C:2]1[CH:3]=[C:4]([NH:10][C:11]2[CH:15]=[C:14]([O:16][CH3:17])[NH:13][N:12]=2)[C:5](=[O:9])[N:6]([CH3:8])[CH:7]=1)(=[O:20])[CH3:19]. The yield is 0.190.